This data is from NCI-60 drug combinations with 297,098 pairs across 59 cell lines. The task is: Regression. Given two drug SMILES strings and cell line genomic features, predict the synergy score measuring deviation from expected non-interaction effect. (1) Drug 1: CCC1(CC2CC(C3=C(CCN(C2)C1)C4=CC=CC=C4N3)(C5=C(C=C6C(=C5)C78CCN9C7C(C=CC9)(C(C(C8N6C=O)(C(=O)OC)O)OC(=O)C)CC)OC)C(=O)OC)O.OS(=O)(=O)O. Drug 2: B(C(CC(C)C)NC(=O)C(CC1=CC=CC=C1)NC(=O)C2=NC=CN=C2)(O)O. Cell line: HS 578T. Synergy scores: CSS=38.0, Synergy_ZIP=-9.83, Synergy_Bliss=-14.5, Synergy_Loewe=-18.9, Synergy_HSA=-13.3. (2) Drug 1: COC1=C2C(=CC3=C1OC=C3)C=CC(=O)O2. Drug 2: B(C(CC(C)C)NC(=O)C(CC1=CC=CC=C1)NC(=O)C2=NC=CN=C2)(O)O. Cell line: HCC-2998. Synergy scores: CSS=2.61, Synergy_ZIP=6.88, Synergy_Bliss=5.20, Synergy_Loewe=-65.1, Synergy_HSA=-6.12. (3) Drug 1: C1=CN(C=N1)CC(O)(P(=O)(O)O)P(=O)(O)O. Drug 2: CC1C(C(CC(O1)OC2CC(CC3=C2C(=C4C(=C3O)C(=O)C5=CC=CC=C5C4=O)O)(C(=O)C)O)N)O. Cell line: BT-549. Synergy scores: CSS=31.3, Synergy_ZIP=-0.371, Synergy_Bliss=-1.03, Synergy_Loewe=-31.9, Synergy_HSA=-0.706. (4) Drug 1: C1CN1P(=S)(N2CC2)N3CC3. Drug 2: C1C(C(OC1N2C=NC(=NC2=O)N)CO)O. Cell line: UACC-257. Synergy scores: CSS=-0.701, Synergy_ZIP=1.54, Synergy_Bliss=1.31, Synergy_Loewe=-2.53, Synergy_HSA=-1.93. (5) Drug 1: CC1=C2C(C(=O)C3(C(CC4C(C3C(C(C2(C)C)(CC1OC(=O)C(C(C5=CC=CC=C5)NC(=O)OC(C)(C)C)O)O)OC(=O)C6=CC=CC=C6)(CO4)OC(=O)C)O)C)O. Drug 2: C(=O)(N)NO. Cell line: SF-295. Synergy scores: CSS=5.62, Synergy_ZIP=-0.928, Synergy_Bliss=6.19, Synergy_Loewe=2.58, Synergy_HSA=4.22.